From a dataset of Full USPTO retrosynthesis dataset with 1.9M reactions from patents (1976-2016). Predict the reactants needed to synthesize the given product. Given the product [F:13][CH:2]([F:1])[CH:3]1[CH2:4][CH:5]([C:6]([O:8][CH3:9])=[O:7])[CH2:10][CH2:11][NH:12]1, predict the reactants needed to synthesize it. The reactants are: [F:1][CH:2]([F:13])[C:3]1[CH:4]=[C:5]([CH:10]=[CH:11][N:12]=1)[C:6]([O:8][CH3:9])=[O:7].